Dataset: Reaction yield outcomes from USPTO patents with 853,638 reactions. Task: Predict the reaction yield, written as a fraction of the theoretical maximum amount of product (1.0 means a 100% yield; for example, 0.34 means a 34% yield). (1) The product is [Cl:19][CH2:14][C:5]1[C:6]([C:10]([F:13])([F:12])[F:11])=[N:7][N:8]([CH3:9])[C:4]=1[O:3][CH:2]([F:1])[F:15]. The reactants are [F:1][CH:2]([F:15])[O:3][C:4]1[N:8]([CH3:9])[N:7]=[C:6]([C:10]([F:13])([F:12])[F:11])[C:5]=1[CH3:14].S(Cl)([Cl:19])(=O)=O.N(C(C)(C)C#N)=NC(C)(C)C#N.O. The catalyst is C(Cl)(Cl)(Cl)Cl. The yield is 0.303. (2) The reactants are [F:1][C:2]1[CH:3]=[CH:4][C:5]([N:10]2[CH:14]=[C:13]([CH3:15])[N:12]=[CH:11]2)=[C:6]([CH:9]=1)[C:7]#[N:8].[CH3:16][N+:17]([CH3:19])=[CH2:18].[I-]. The catalyst is CN(C=O)C. The product is [CH3:16][N:17]([CH2:19][C:14]1[N:10]([C:5]2[CH:4]=[CH:3][C:2]([F:1])=[CH:9][C:6]=2[C:7]#[N:8])[CH:11]=[N:12][C:13]=1[CH3:15])[CH3:18]. The yield is 0.340. (3) The reactants are C([O:4][CH2:5][C:6]1[C:7]([N:35]2[CH2:47][CH2:46][N:38]3[C:39]4[CH2:40][CH2:41][CH2:42][CH2:43][C:44]=4[CH:45]=[C:37]3[C:36]2=[O:48])=[N:8][CH:9]=[CH:10][C:11]=1[C:12]1[CH:17]=[C:16]([NH:18][C:19]2[CH:24]=[CH:23][C:22]([C:25]([N:27]3[CH2:32][CH2:31][O:30][CH2:29][CH2:28]3)=[O:26])=[CH:21][N:20]=2)[C:15](=[O:33])[N:14]([CH3:34])[N:13]=1)(=O)C.[OH-].[Li+].O. The catalyst is C(O)(C)C.C1COCC1.O. The product is [OH:4][CH2:5][C:6]1[C:7]([N:35]2[CH2:47][CH2:46][N:38]3[C:39]4[CH2:40][CH2:41][CH2:42][CH2:43][C:44]=4[CH:45]=[C:37]3[C:36]2=[O:48])=[N:8][CH:9]=[CH:10][C:11]=1[C:12]1[CH:17]=[C:16]([NH:18][C:19]2[CH:24]=[CH:23][C:22]([C:25]([N:27]3[CH2:32][CH2:31][O:30][CH2:29][CH2:28]3)=[O:26])=[CH:21][N:20]=2)[C:15](=[O:33])[N:14]([CH3:34])[N:13]=1. The yield is 0.620. (4) The reactants are [CH2:1]([O:8][C:9]1[CH:14]=[CH:13][C:12]([CH2:15][CH:16]([S:21][C:22]2[NH:23][C:24]([C:27]3[CH:32]=[CH:31][CH:30]=[CH:29][CH:28]=3)=[CH:25][N:26]=2)[C:17]([O:19]C)=[O:18])=[CH:11][CH:10]=1)[C:2]1[CH:7]=[CH:6][CH:5]=[CH:4][CH:3]=1.[OH-].[K+].Cl.O. The catalyst is CO.O. The product is [CH2:1]([O:8][C:9]1[CH:10]=[CH:11][C:12]([CH2:15][CH:16]([S:21][C:22]2[NH:23][C:24]([C:27]3[CH:32]=[CH:31][CH:30]=[CH:29][CH:28]=3)=[CH:25][N:26]=2)[C:17]([OH:19])=[O:18])=[CH:13][CH:14]=1)[C:2]1[CH:7]=[CH:6][CH:5]=[CH:4][CH:3]=1. The yield is 0.420. (5) The reactants are N1(C2C=CC(NC3C4N(C=CN=4)C(C4C=CNC(=O)C=4)=CN=3)=CC=2)CCOCC1.[CH2:30]([N:32]([CH2:55][CH3:56])[CH2:33][CH2:34][NH:35][C:36]([C:38]1[CH:43]=[CH:42][C:41]([NH:44][C:45]2[C:46]3[N:47]([CH:52]=[CH:53][N:54]=3)[C:48](Br)=[CH:49][N:50]=2)=[CH:40][N:39]=1)=[O:37])[CH3:31].CC1(C)C(C)(C)OB([C:65]2[CH:66]=[N:67][NH:68][CH:69]=2)O1.CC([O-])(C)C.[Na+]. The catalyst is CN(C=O)C.O.C1C=CC([P]([Pd]([P](C2C=CC=CC=2)(C2C=CC=CC=2)C2C=CC=CC=2)([P](C2C=CC=CC=2)(C2C=CC=CC=2)C2C=CC=CC=2)[P](C2C=CC=CC=2)(C2C=CC=CC=2)C2C=CC=CC=2)(C2C=CC=CC=2)C2C=CC=CC=2)=CC=1. The product is [CH2:30]([N:32]([CH2:55][CH3:56])[CH2:33][CH2:34][NH:35][C:36]([C:38]1[CH:43]=[CH:42][C:41]([NH:44][C:45]2[C:46]3[N:47]([CH:52]=[CH:53][N:54]=3)[C:48]([C:65]3[CH:66]=[N:67][NH:68][CH:69]=3)=[CH:49][N:50]=2)=[CH:40][N:39]=1)=[O:37])[CH3:31]. The yield is 0.180. (6) The reactants are Br[Zn][CH2:3][C:4]([O:6][CH2:7][CH3:8])=[O:5].[C:9]1(=[O:16])[CH:14]=[CH:13][C:12](=[O:15])[CH:11]=[CH:10]1.Cl.C(OCC)(=O)C. The catalyst is C1COCC1. The product is [OH:16][C:9]1([CH2:3][C:4]([O:6][CH2:7][CH3:8])=[O:5])[CH:14]=[CH:13][C:12](=[O:15])[CH:11]=[CH:10]1. The yield is 0.700. (7) The reactants are C1(C(C2C=CC=CC=2)=[N:8][NH:9][C:10]2[CH:15]=[CH:14][C:13]([O:16][C:17]([F:23])([F:22])[C:18]([F:21])([F:20])[F:19])=[CH:12][CH:11]=2)C=CC=CC=1.[ClH:30]. The catalyst is CCO. The product is [ClH:30].[F:22][C:17]([F:23])([O:16][C:13]1[CH:12]=[CH:11][C:10]([NH:9][NH2:8])=[CH:15][CH:14]=1)[C:18]([F:19])([F:21])[F:20]. The yield is 0.820. (8) The reactants are Cl[C:2]1[N:7]2[N:8]=[CH:9][N:10]=[C:6]2[C:5]2[CH:11]=[C:12]([Cl:15])[CH:13]=[N:14][C:4]=2[N:3]=1.C(O[C:21](=O)[N:22]([CH:24]1[CH2:27][NH:26][CH2:25]1)C)(C)(C)C. The catalyst is CN(C=O)C. The product is [Cl:15][C:12]1[CH:13]=[N:14][C:4]2[N:3]=[C:2]([N:26]3[CH2:27][CH:24]([NH:22][CH3:21])[CH2:25]3)[N:7]3[N:8]=[CH:9][N:10]=[C:6]3[C:5]=2[CH:11]=1. The yield is 0.150. (9) The reactants are CN(N=O)C(N[N+]([O-])=O)=N.[OH-].[K+].[N+](=[CH2:15])=[N-].[F:16][C:17]1[CH:18]=[C:19](/[CH:25]=[CH:26]/[C:27]([O:29][CH2:30][CH3:31])=[O:28])[CH:20]=[CH:21][C:22]=1[O:23][CH3:24]. The catalyst is CCOCC.C(O)(=O)C.C([O-])(=O)C.[Pd+2].C([O-])(=O)C. The product is [F:16][C:17]1[CH:18]=[C:19]([CH:25]2[CH2:15][CH:26]2[C:27]([O:29][CH2:30][CH3:31])=[O:28])[CH:20]=[CH:21][C:22]=1[O:23][CH3:24]. The yield is 0.830. (10) The product is [CH3:13][C:9]1([CH3:12])[N:8]([C:14]([O:16][C:17]([CH3:18])([CH3:19])[CH3:20])=[O:15])[C@@H:7]([CH2:6][C@H:5]2[CH2:4][CH2:3][CH2:2][O:22][CH2:21]2)[CH2:11][O:10]1. The catalyst is CN(C=O)C. The yield is 0.840. The reactants are O[CH2:2][CH2:3][CH2:4][C@@H:5]([CH2:21][O:22]S(C1C=CC(C)=CC=1)(=O)=O)[CH2:6][C@H:7]1[CH2:11][O:10][C:9]([CH3:13])([CH3:12])[N:8]1[C:14]([O:16][C:17]([CH3:20])([CH3:19])[CH3:18])=[O:15].[H-].[Na+].